Predict the product of the given reaction. From a dataset of Forward reaction prediction with 1.9M reactions from USPTO patents (1976-2016). (1) Given the reactants [OH:1][C:2]1[CH:6]([C:7]2[CH:12]=[CH:11][CH:10]=[CH:9][CH:8]=2)[CH2:5][C:4](=[O:13])[CH:3]=1.[CH:14](=O)[C:15]1[CH:20]=[CH:19][CH:18]=[CH:17][CH:16]=1.[Cl:22][C:23]1[CH:31]=[C:30]2[C:26]([C:27]([CH2:32][C:33]([NH2:36])([CH3:35])[CH3:34])=[CH:28][NH:29]2)=[CH:25][CH:24]=1, predict the reaction product. The product is: [NH2:36][C:33]([CH3:34])([CH3:35])[CH2:32][C:27]1[C:26]2[C:30](=[CH:31][C:23]([Cl:22])=[CH:24][CH:25]=2)[NH:29][C:28]=1[CH:14]([C:15]1[CH:20]=[CH:19][CH:18]=[CH:17][CH:16]=1)[C:3]1[C:4](=[O:13])[CH2:5][CH:6]([C:7]2[CH:12]=[CH:11][CH:10]=[CH:9][CH:8]=2)[C:2]=1[OH:1]. (2) Given the reactants [CH3:1][O:2][C:3](=[O:39])[CH:4]([C:9]1[CH:14]=[C:13]([C:15]2[CH:20]=[CH:19][C:18]([C:21]([F:24])([F:23])[F:22])=[CH:17][CH:16]=2)[N:12]=[C:11]([C:25]2[CH:30]=[C:29]([C:31]([F:34])([F:33])[F:32])[CH:28]=[C:27]([C:35]([F:38])([F:37])[F:36])[CH:26]=2)[CH:10]=1)[CH2:5][C:6]([CH3:8])=[CH2:7], predict the reaction product. The product is: [CH3:1][O:2][C:3](=[O:39])[CH:4]([C:9]1[CH:14]=[C:13]([C:15]2[CH:16]=[CH:17][C:18]([C:21]([F:22])([F:23])[F:24])=[CH:19][CH:20]=2)[N:12]=[C:11]([C:25]2[CH:26]=[C:27]([C:35]([F:38])([F:36])[F:37])[CH:28]=[C:29]([C:31]([F:32])([F:33])[F:34])[CH:30]=2)[CH:10]=1)[CH2:5][CH:6]([CH3:8])[CH3:7]. (3) Given the reactants C([O:4][CH2:5][CH2:6][O:7][C:8]1[C:12]([C:13]2[CH:21]=[CH:20][C:16]3[O:17][CH2:18][O:19][C:15]=3[CH:14]=2)=[C:11]([NH2:22])[N:10]([CH3:23])[N:9]=1)(=O)C.[Na].[Cl-].[NH4+], predict the reaction product. The product is: [NH2:22][C:11]1[N:10]([CH3:23])[N:9]=[C:8]([O:7][CH2:6][CH2:5][OH:4])[C:12]=1[C:13]1[CH:21]=[CH:20][C:16]2[O:17][CH2:18][O:19][C:15]=2[CH:14]=1. (4) Given the reactants [C:1](O)(=O)C.[Cl:5][C:6]1[CH:11]=[C:10](OC)[CH:9]=[CH:8][C:7]=1[CH:14]([C:17](=O)[CH3:18])[C:15]#[N:16].[OH2:20].[NH2:21][NH2:22], predict the reaction product. The product is: [Cl:5][C:6]1[CH:11]=[C:10]([O:20][CH3:1])[CH:9]=[CH:8][C:7]=1[C:14]1[C:15]([NH2:16])=[N:21][NH:22][C:17]=1[CH3:18]. (5) Given the reactants [CH2:1]([C:3]1[CH:8]=[CH:7][C:6]([C:9]2[N:14]=[C:13]([NH:15][CH2:16][CH2:17][CH2:18][O:19][C:20]3[CH:21]=[C:22]4[C:26](=[CH:27][CH:28]=3)[C@H:25]([CH2:29][C:30]([O:32]CC)=[O:31])[CH2:24][CH2:23]4)[C:12]([C:35]([F:38])([F:37])[F:36])=[CH:11][CH:10]=2)=[CH:5][CH:4]=1)[CH3:2].O.[Li+].[OH-], predict the reaction product. The product is: [CH2:1]([C:3]1[CH:4]=[CH:5][C:6]([C:9]2[N:14]=[C:13]([NH:15][CH2:16][CH2:17][CH2:18][O:19][C:20]3[CH:21]=[C:22]4[C:26](=[CH:27][CH:28]=3)[C@H:25]([CH2:29][C:30]([OH:32])=[O:31])[CH2:24][CH2:23]4)[C:12]([C:35]([F:38])([F:36])[F:37])=[CH:11][CH:10]=2)=[CH:7][CH:8]=1)[CH3:2]. (6) Given the reactants [CH3:1][C:2]1[C:3]([N:7]=[C:8]=[S:9])=[CH:4][S:5][CH:6]=1.[NH2:10][C:11]1[CH:16]=[CH:15][CH:14]=[CH:13][C:12]=1[NH2:17], predict the reaction product. The product is: [NH2:10][C:11]1[CH:16]=[CH:15][CH:14]=[CH:13][C:12]=1[NH:17][C:8]([NH:7][C:3]1[C:2]([CH3:1])=[CH:6][S:5][CH:4]=1)=[S:9]. (7) Given the reactants [C:1]([C:5]1[N:10]=[C:9]([N:11]2[CH2:16][CH2:15][N:14]([CH2:17][CH2:18][CH2:19][CH2:20][NH2:21])[CH2:13][CH2:12]2)[CH:8]=[C:7]([C:22]([F:25])([F:24])[F:23])[N:6]=1)([CH3:4])([CH3:3])[CH3:2].C1N=CN([C:31](N2C=NC=C2)=[O:32])C=1.[NH:38]1[C:46]2[C:41](=[CH:42][CH:43]=[CH:44][CH:45]=2)[CH2:40][CH2:39]1, predict the reaction product. The product is: [C:1]([C:5]1[N:10]=[C:9]([N:11]2[CH2:16][CH2:15][N:14]([CH2:17][CH2:18][CH2:19][CH2:20][NH:21][C:31]([N:38]3[C:46]4[C:41](=[CH:42][CH:43]=[CH:44][CH:45]=4)[CH2:40][CH2:39]3)=[O:32])[CH2:13][CH2:12]2)[CH:8]=[C:7]([C:22]([F:24])([F:25])[F:23])[N:6]=1)([CH3:4])([CH3:2])[CH3:3]. (8) Given the reactants [N:1]([CH2:4][C:5]1[CH:6]=[C:7]([CH:12]=[C:13]([CH2:15][F:16])[CH:14]=1)[C:8](OC)=[O:9])=[N+:2]=[N-:3].[BH4-].[Na+].CO, predict the reaction product. The product is: [N:1]([CH2:4][C:5]1[CH:6]=[C:7]([CH:12]=[C:13]([CH2:15][F:16])[CH:14]=1)[CH2:8][OH:9])=[N+:2]=[N-:3]. (9) Given the reactants [Cl:1][C:2]1[C:7]([N+:8]([O-])=O)=[CH:6][C:5]([Cl:11])=[CH:4][N:3]=1.[CH:12]([Mg]Br)=[CH2:13].[Cl-].[NH4+], predict the reaction product. The product is: [Cl:11][C:5]1[CH:4]=[N:3][C:2]([Cl:1])=[C:7]2[NH:8][CH:12]=[CH:13][C:6]=12. (10) Given the reactants [Cl:1][C:2]1[CH:3]=[C:4]2[C:8](=[CH:9][CH:10]=1)[NH:7][CH:6]=[C:5]2[CH2:11][CH2:12][NH:13][C:14](=[O:22])[C:15]1[CH:20]=[CH:19][C:18](I)=[CH:17][CH:16]=1.[CH3:23][O:24][C:25]1[CH:26]=[C:27](B(O)O)[CH:28]=[CH:29][CH:30]=1.C(=O)([O-])[O-].[Na+].[Na+], predict the reaction product. The product is: [Cl:1][C:2]1[CH:3]=[C:4]2[C:8](=[CH:9][CH:10]=1)[NH:7][CH:6]=[C:5]2[CH2:11][CH2:12][NH:13][C:14]([C:15]1[CH:20]=[CH:19][C:18]([C:29]2[CH:28]=[CH:27][CH:26]=[C:25]([O:24][CH3:23])[CH:30]=2)=[CH:17][CH:16]=1)=[O:22].